This data is from Full USPTO retrosynthesis dataset with 1.9M reactions from patents (1976-2016). The task is: Predict the reactants needed to synthesize the given product. (1) Given the product [CH2:7]([O:39][C:18]1[CH:17]=[CH:16][CH:15]=[CH:14][C:13]=1[CH:12]([C:35]1[CH:32]=[CH:31][CH:30]=[C:29]([C:28]([F:27])([F:37])[F:38])[CH:36]=1)[OH:19])[C:8]1[CH:3]=[CH:2][CH:1]=[CH:10][CH:9]=1, predict the reactants needed to synthesize it. The reactants are: [CH3:1][CH2:2][CH2:3]CCC.[CH2:7]([Li])[CH2:8][CH2:9][CH3:10].[CH2:12]([O:19]C1C=CC=CC=1Br)[C:13]1[CH:18]=[CH:17][CH:16]=[CH:15][CH:14]=1.[F:27][C:28]([F:38])([F:37])[C:29]1[CH:36]=[CH:35][C:32](C=O)=[CH:31][CH:30]=1.[OH2:39]. (2) Given the product [Cl:1][C:2]1[CH:7]=[C:6]([C:8]([F:10])([F:9])[F:11])[N:5]=[N:4][C:3]=1[NH:12][CH:25]1[CH2:26][CH2:27][N:22]([C:20]([O:19][C:15]([CH3:18])([CH3:17])[CH3:16])=[O:21])[CH2:23][CH2:24]1, predict the reactants needed to synthesize it. The reactants are: [Cl:1][C:2]1[CH:7]=[C:6]([C:8]([F:11])([F:10])[F:9])[N:5]=[N:4][C:3]=1[NH2:12].[H-].[Na+].[C:15]([O:19][C:20]([N:22]1[CH2:27][CH2:26][CH:25](OS(C2C=CC(C)=CC=2)(=O)=O)[CH2:24][CH2:23]1)=[O:21])([CH3:18])([CH3:17])[CH3:16]. (3) Given the product [Cl:1][C:2]1[CH:3]=[CH:4][C:5](/[CH:6]=[CH:7]/[C@@H:8]2[CH:13]([NH:14][C:23](=[O:24])[O:25][C:26]([CH3:28])([CH3:29])[CH3:27])[CH2:12][CH2:11][C:10]([CH3:31])([CH3:30])[O:9]2)=[CH:32][CH:33]=1, predict the reactants needed to synthesize it. The reactants are: [Cl:1][C:2]1[CH:33]=[CH:32][C:5](/[CH:6]=[CH:7]/[C@@H:8]2[CH:13]([N:14]([C:23]([O:25][C:26]([CH3:29])([CH3:28])[CH3:27])=[O:24])NC(OC(C)(C)C)=O)[CH2:12][CH2:11][C:10]([CH3:31])([CH3:30])[O:9]2)=[CH:4][CH:3]=1.C([O-])([O-])=O.[Cs+].[Cs+].BrCC(OC)=O. (4) The reactants are: [I:1][C:2]1[CH:7]=[CH:6][C:5]([N+:8]([O-])=O)=[CH:4][C:3]=1[O:11][CH3:12].Cl[Sn]Cl. Given the product [I:1][C:2]1[CH:7]=[CH:6][C:5]([NH2:8])=[CH:4][C:3]=1[O:11][CH3:12], predict the reactants needed to synthesize it. (5) Given the product [F:26][C:16]1[C:17]([O:24][CH3:25])=[CH:18][C:19]([O:22][CH3:23])=[C:20]([F:21])[C:15]=1[N:10]1[CH2:11][C:12]2[CH:13]=[N:14][C:5]3[NH:4][N:3]=[C:2]([C:32]#[N:33])[C:6]=3[C:7]=2[N:8]([CH3:28])[C:9]1=[O:27], predict the reactants needed to synthesize it. The reactants are: Br[C:2]1[C:6]2[C:7]3[N:8]([CH3:28])[C:9](=[O:27])[N:10]([C:15]4[C:20]([F:21])=[C:19]([O:22][CH3:23])[CH:18]=[C:17]([O:24][CH3:25])[C:16]=4[F:26])[CH2:11][C:12]=3[CH:13]=[N:14][C:5]=2[NH:4][N:3]=1.ClCCl.[CH3:32][N:33](C=O)C.